This data is from Peptide-MHC class II binding affinity with 134,281 pairs from IEDB. The task is: Regression. Given a peptide amino acid sequence and an MHC pseudo amino acid sequence, predict their binding affinity value. This is MHC class II binding data. (1) The peptide sequence is GILQAYDLRDAPETP. The MHC is DRB5_0101 with pseudo-sequence DRB5_0101. The binding affinity (normalized) is 0.417. (2) The peptide sequence is IAGLFLTTEAVVADK. The MHC is DRB1_0701 with pseudo-sequence DRB1_0701. The binding affinity (normalized) is 0.497. (3) The peptide sequence is RLFVSILSGDNEIEY. The MHC is DRB1_0401 with pseudo-sequence DRB1_0401. The binding affinity (normalized) is 0.734. (4) The peptide sequence is GYKVLVLNPSVAAT. The MHC is DRB1_0803 with pseudo-sequence DRB1_0803. The binding affinity (normalized) is 0.351. (5) The peptide sequence is SKSMLEIDIEDQEYQ. The MHC is DRB1_0101 with pseudo-sequence DRB1_0101. The binding affinity (normalized) is 0.1000. (6) The peptide sequence is AAATAGTTVKGAFAA. The MHC is HLA-DQA10401-DQB10402 with pseudo-sequence HLA-DQA10401-DQB10402. The binding affinity (normalized) is 0.414. (7) The peptide sequence is NVFDEVIPTAFTVGK. The MHC is HLA-DPA10301-DPB10402 with pseudo-sequence HLA-DPA10301-DPB10402. The binding affinity (normalized) is 0.0468. (8) The peptide sequence is KMIGGIGGFIKVRQYDQIPI. The MHC is HLA-DPA10103-DPB10401 with pseudo-sequence HLA-DPA10103-DPB10401. The binding affinity (normalized) is 0.233. (9) The peptide sequence is ESHGVAAVLFAATAA. The MHC is DRB1_0301 with pseudo-sequence DRB1_0301. The binding affinity (normalized) is 0.